Dataset: Reaction yield outcomes from USPTO patents with 853,638 reactions. Task: Predict the reaction yield, written as a fraction of the theoretical maximum amount of product (1.0 means a 100% yield; for example, 0.34 means a 34% yield). (1) The reactants are [C:1]([C:5]1[S:9][C:8]([C:10](O)=[O:11])=[C:7]([CH2:13][NH:14][CH2:15][C:16]2[CH:21]=[CH:20][C:19]([C:22]3[CH:27]=[C:26]([C:28]4[CH:29]=[N:30][N:31]([CH3:33])[CH:32]=4)[N:25]=[C:24]([O:34][CH3:35])[CH:23]=3)=[CH:18][C:17]=2[F:36])[CH:6]=1)([CH3:4])([CH3:3])[CH3:2].C1CN([P+](ON2N=NC3C=CC=CC2=3)(N2CCCC2)N2CCCC2)CC1.F[P-](F)(F)(F)(F)F.CCN(C(C)C)C(C)C. The catalyst is CN(C=O)C. The product is [C:1]([C:5]1[S:9][C:8]2[C:10](=[O:11])[N:14]([CH2:15][C:16]3[CH:21]=[CH:20][C:19]([C:22]4[CH:27]=[C:26]([C:28]5[CH:29]=[N:30][N:31]([CH3:33])[CH:32]=5)[N:25]=[C:24]([O:34][CH3:35])[CH:23]=4)=[CH:18][C:17]=3[F:36])[CH2:13][C:7]=2[CH:6]=1)([CH3:2])([CH3:3])[CH3:4]. The yield is 1.77. (2) The reactants are [Cl-].O[NH3+:3].[C:4](=[O:7])([O-])[OH:5].[Na+].CS(C)=O.[F:13][CH2:14][C:15]([OH:53])([CH3:52])[CH2:16][O:17][C@H:18]1[CH2:23][CH2:22][C@H:21]([N:24]2[C:29](=[O:30])[C:28]([CH2:31][C:32]3[CH:37]=[CH:36][C:35]([C:38]4[C:39]([C:44]#[N:45])=[CH:40][CH:41]=[CH:42][CH:43]=4)=[CH:34][CH:33]=3)=[C:27]([CH2:46][CH2:47][CH3:48])[N:26]3[N:49]=[CH:50][N:51]=[C:25]23)[CH2:20][CH2:19]1. The catalyst is O.C(OCC)(=O)C. The product is [F:13][CH2:14][C:15]([OH:53])([CH3:52])[CH2:16][O:17][C@H:18]1[CH2:23][CH2:22][C@H:21]([N:24]2[C:29](=[O:30])[C:28]([CH2:31][C:32]3[CH:37]=[CH:36][C:35]([C:38]4[CH:43]=[CH:42][CH:41]=[CH:40][C:39]=4[C:44]4[NH:3][C:4](=[O:7])[O:5][N:45]=4)=[CH:34][CH:33]=3)=[C:27]([CH2:46][CH2:47][CH3:48])[N:26]3[N:49]=[CH:50][N:51]=[C:25]23)[CH2:20][CH2:19]1. The yield is 0.700. (3) No catalyst specified. The reactants are [NH2:1][C:2]1[C:11]2[C:6](=[C:7](Br)[CH:8]=[CH:9][CH:10]=2)[N:5]=[N:4][C:3]=1[C:13]([NH:15][CH2:16][CH2:17][CH3:18])=[O:14].[F:19][C:20]1[CH:25]=[C:24]([F:26])[CH:23]=[CH:22][C:21]=1B(O)O. The product is [NH2:1][C:2]1[C:11]2[C:6](=[C:7]([C:23]3[CH:22]=[CH:21][C:20]([F:19])=[CH:25][C:24]=3[F:26])[CH:8]=[CH:9][CH:10]=2)[N:5]=[N:4][C:3]=1[C:13]([NH:15][CH2:16][CH2:17][CH3:18])=[O:14]. The yield is 0.923. (4) The reactants are [NH2:1][C:2]1([C:17]([O:19]C)=O)[CH:15]2[CH:10]([CH2:11][CH2:12][CH2:13][CH2:14]2)[O:9][C:8]2[C:3]1=[CH:4][C:5]([Br:16])=[CH:6][CH:7]=2.[N:21]([CH3:24])=[C:22]=[S:23].C(N(CC)CC)C. The catalyst is CN(C=O)C. The product is [Br:16][C:5]1[CH:4]=[C:3]2[C:8]([O:9][CH:10]3[CH:15]([C:2]42[C:17](=[O:19])[N:21]([CH3:24])[C:22](=[S:23])[NH:1]4)[CH2:14][CH2:13][CH2:12][CH2:11]3)=[CH:7][CH:6]=1. The yield is 0.650. (5) The reactants are Br[C:2]1[CH:7]=[CH:6][C:5]([C:8]([OH:11])([CH3:10])[CH3:9])=[CH:4][CH:3]=1.[B:12]1([B:12]2[O:16][C:15]([CH3:18])([CH3:17])[C:14]([CH3:20])([CH3:19])[O:13]2)[O:16][C:15]([CH3:18])([CH3:17])[C:14]([CH3:20])([CH3:19])[O:13]1.C([O-])(=O)C.[K+].ClCCl. The catalyst is CS(C)=O. The product is [CH3:19][C:14]1([CH3:20])[C:15]([CH3:18])([CH3:17])[O:16][B:12]([C:2]2[CH:7]=[CH:6][C:5]([C:8]([OH:11])([CH3:10])[CH3:9])=[CH:4][CH:3]=2)[O:13]1. The yield is 0.700. (6) The reactants are [Cl:1][C:2]1[CH:8]=[CH:7][C:5]([NH2:6])=[CH:4][C:3]=1[N+:9]([O-:11])=[O:10].[CH3:12][S:13](Cl)(=[O:15])=[O:14].N1C=CC=CC=1. The catalyst is C1COCC1.Cl. The product is [Cl:1][C:2]1[CH:8]=[CH:7][C:5]([NH:6][S:13]([CH3:12])(=[O:15])=[O:14])=[CH:4][C:3]=1[N+:9]([O-:11])=[O:10]. The yield is 0.920. (7) The reactants are S(O[CH2:12][CH2:13][O:14][CH2:15][CH2:16][O:17][CH2:18][CH2:19][O:20][CH2:21][CH2:22][O:23][CH2:24][CH2:25][O:26][CH2:27][CH2:28][O:29][CH2:30][CH2:31][O:32][CH2:33][CH2:34][O:35][CH2:36][CH2:37][O:38][CH2:39][CH2:40][O:41][CH2:42][CH2:43][O:44][CH2:45][CH2:46][O:47][CH2:48][CH2:49][C:50]([O:52][CH3:53])=[O:51])(C1C=CC(C)=CC=1)(=O)=O.[NH2:54][C:55]1[CH:56]=[C:57]([CH2:63][OH:64])[CH:58]=[C:59]([CH2:61][OH:62])[CH:60]=1.C(=O)([O-])[O-].[K+].[K+]. The catalyst is CN(C=O)C. The product is [OH:62][CH2:61][C:59]1[CH:60]=[C:55]([NH:54][CH2:12][CH2:13][O:14][CH2:15][CH2:16][O:17][CH2:18][CH2:19][O:20][CH2:21][CH2:22][O:23][CH2:24][CH2:25][O:26][CH2:27][CH2:28][O:29][CH2:30][CH2:31][O:32][CH2:33][CH2:34][O:35][CH2:36][CH2:37][O:38][CH2:39][CH2:40][O:41][CH2:42][CH2:43][O:44][CH2:45][CH2:46][O:47][CH2:48][CH2:49][C:50]([O:52][CH3:53])=[O:51])[CH:56]=[C:57]([CH2:63][OH:64])[CH:58]=1. The yield is 0.420. (8) The reactants are [Si:1]([O:8][C@H:9]1[CH:14](O)[N:13]([CH2:16][C:17]2[CH:22]=[CH:21][C:20]([O:23][CH3:24])=[CH:19][CH:18]=2)[C:12](=[O:25])[CH2:11][CH2:10]1)([C:4]([CH3:7])([CH3:6])[CH3:5])([CH3:3])[CH3:2].C([SiH](CC)CC)C. The catalyst is ClCCl. The product is [Si:1]([O:8][C@H:9]1[CH2:14][N:13]([CH2:16][C:17]2[CH:22]=[CH:21][C:20]([O:23][CH3:24])=[CH:19][CH:18]=2)[C:12](=[O:25])[CH2:11][CH2:10]1)([C:4]([CH3:7])([CH3:6])[CH3:5])([CH3:3])[CH3:2]. The yield is 0.470.